From a dataset of Peptide-MHC class I binding affinity with 185,985 pairs from IEDB/IMGT. Regression. Given a peptide amino acid sequence and an MHC pseudo amino acid sequence, predict their binding affinity value. This is MHC class I binding data. (1) The peptide sequence is LRIVIYIV. The MHC is Mamu-B03 with pseudo-sequence Mamu-B03. The binding affinity (normalized) is 0.143. (2) The binding affinity (normalized) is 0.0847. The peptide sequence is MVFQNYALY. The MHC is HLA-A02:01 with pseudo-sequence HLA-A02:01.